Dataset: Full USPTO retrosynthesis dataset with 1.9M reactions from patents (1976-2016). Task: Predict the reactants needed to synthesize the given product. (1) Given the product [CH3:24][C:23]([CH3:26])([CH3:25])[O:22][C:21](=[O:27])[NH:20][CH2:19][CH2:18][O:17][CH2:16][CH2:15][O:14][CH2:13][CH2:12][NH:11][C:10]([C:7]1[CH:8]=[CH:9][C:4]([C:3]([OH:29])=[O:2])=[CH:5][CH:6]=1)=[O:28], predict the reactants needed to synthesize it. The reactants are: C[O:2][C:3](=[O:29])[C:4]1[CH:9]=[CH:8][C:7]([C:10](=[O:28])[NH:11][CH2:12][CH2:13][O:14][CH2:15][CH2:16][O:17][CH2:18][CH2:19][NH:20][C:21](=[O:27])[O:22][C:23]([CH3:26])([CH3:25])[CH3:24])=[CH:6][CH:5]=1.O.[OH-].[Li+].O.Cl.O. (2) Given the product [C:19]([O:22][C:23](=[O:24])[NH:1][C:4]1[CH:5]=[CH:6][C:7]2[CH:11]([CH2:12][N+:13]([O-:15])=[O:14])[O:10][B:9]([OH:16])[C:8]=2[CH:17]=1)([CH3:21])([CH3:20])[CH3:18], predict the reactants needed to synthesize it. The reactants are: [N+:1]([C:4]1[CH:5]=[CH:6][C:7]2[CH:11]([CH2:12][N+:13]([O-:15])=[O:14])[O:10][B:9]([OH:16])[C:8]=2[CH:17]=1)([O-])=O.[CH3:18][C:19]([O:22][C:23](O[C:23]([O:22][C:19]([CH3:21])([CH3:20])[CH3:18])=[O:24])=[O:24])([CH3:21])[CH3:20]. (3) Given the product [Si:1]([O:18][CH:19]1[C:29]2[C:24](=[N:25][CH:26]=[C:27]([Cl:30])[CH:28]=2)[CH:23]=[CH:22][C:21]2[CH:31]=[N:32][C:33]([C:42]([O:44][CH2:45][CH3:46])=[CH2:43])=[CH:34][C:20]1=2)([C:14]([CH3:16])([CH3:17])[CH3:15])([C:2]1[CH:3]=[CH:4][CH:5]=[CH:6][CH:7]=1)[C:8]1[CH:9]=[CH:10][CH:11]=[CH:12][CH:13]=1, predict the reactants needed to synthesize it. The reactants are: [Si:1]([O:18][C:19]1(O)[C:29]2[C:24](=[N:25][CH:26]=[C:27]([Cl:30])[CH:28]=2)[CH:23]=[CH:22][C:21]2[CH:31]=[N:32][C:33](Cl)=[CH:34][C:20]1=2)([C:14]([CH3:17])([CH3:16])[CH3:15])([C:8]1[CH:13]=[CH:12][CH:11]=[CH:10][CH:9]=1)[C:2]1[CH:7]=[CH:6][CH:5]=[CH:4][CH:3]=1.C([Sn](CCCC)(CCCC)[C:42]([O:44][CH2:45][CH3:46])=[CH2:43])CCC. (4) The reactants are: [CH3:1][O:2][C:3](=[O:20])[C:4]1[CH:9]=[CH:8][C:7]([S:10][C:11]2[CH:16]=[CH:15][C:14]([O:17][CH3:18])=[CH:13][CH:12]=2)=[C:6]([NH2:19])[CH:5]=1.C([C:23]1[C:24]([N:30]=[CH:31][N:32]([CH3:34])C)=[N:25][C:26]([CH3:29])=[CH:27][CH:28]=1)#N. Given the product [CH3:1][O:2][C:3](=[O:20])[C:4]1[CH:9]=[CH:8][C:7]([S:10][C:11]2[CH:16]=[CH:15][C:14]([O:17][CH3:18])=[CH:13][CH:12]=2)=[C:6]([NH:19][C:34]2[C:23]3[CH:28]=[CH:27][C:26]([CH3:29])=[N:25][C:24]=3[N:30]=[CH:31][N:32]=2)[CH:5]=1, predict the reactants needed to synthesize it. (5) Given the product [CH2:1]([O:3][C:4]([C:6]1[N:7]([CH2:17][C:18]2[C:27]3[C:22](=[CH:23][CH:24]=[C:25]([F:28])[CH:26]=3)[CH:21]=[CH:20][CH:19]=2)[C:8]2[C:13]([CH:14]=1)=[CH:12][C:11]([Cl:15])=[CH:10][CH:9]=2)=[O:5])[CH3:2], predict the reactants needed to synthesize it. The reactants are: [CH2:1]([O:3][C:4]([C:6]1[NH:7][C:8]2[C:13]([CH:14]=1)=[CH:12][C:11]([Cl:15])=[CH:10][CH:9]=2)=[O:5])[CH3:2].Br[CH2:17][C:18]1[C:27]2[C:22](=[CH:23][CH:24]=[C:25]([F:28])[CH:26]=2)[CH:21]=[CH:20][CH:19]=1. (6) Given the product [NH2:1][C:2](=[N:44][O:45][C:58]([O:60][CH2:61][CH:62]([CH2:67][CH3:68])[CH2:63][CH2:64][CH2:65][CH3:66])=[O:59])[C:3]1[CH:4]=[C:5]([CH:41]=[CH:42][CH:43]=1)[CH2:6][O:7][NH:8][C:9]([CH:11]1[C:20]2[C:15](=[CH:16][CH:17]=[CH:18][CH:19]=2)[C:14](=[O:21])[N:13]([CH:22]2[CH2:27][CH2:26][CH2:25][CH2:24][CH:23]2[NH:28][S:29]([CH3:32])(=[O:31])=[O:30])[CH:12]1[C:33]1[CH:38]=[CH:37][C:36]([Cl:39])=[CH:35][C:34]=1[Cl:40])=[O:10], predict the reactants needed to synthesize it. The reactants are: [NH2:1][C:2](=[N:44][OH:45])[C:3]1[CH:4]=[C:5]([CH:41]=[CH:42][CH:43]=1)[CH2:6][O:7][NH:8][C:9]([CH:11]1[C:20]2[C:15](=[CH:16][CH:17]=[CH:18][CH:19]=2)[C:14](=[O:21])[N:13]([CH:22]2[CH2:27][CH2:26][CH2:25][CH2:24][CH:23]2[NH:28][S:29]([CH3:32])(=[O:31])=[O:30])[CH:12]1[C:33]1[CH:38]=[CH:37][C:36]([Cl:39])=[CH:35][C:34]=1[Cl:40])=[O:10].CN(C=O)C.N1C=CC=CC=1.Cl[C:58]([O:60][CH2:61][CH:62]([CH2:67][CH3:68])[CH2:63][CH2:64][CH2:65][CH3:66])=[O:59]. (7) Given the product [Cl:32][C:12]1[C:13]([NH:17][C:18](=[O:31])[CH2:19][C:20]2[CH:25]=[CH:24][C:23]([F:26])=[C:22]([C:27]([F:29])([F:30])[F:28])[CH:21]=2)=[C:14]2[C:9](=[CH:10][CH:11]=1)[C:8](=[O:33])[N:7]([CH2:6][CH2:5][OH:4])[CH:16]=[CH:15]2, predict the reactants needed to synthesize it. The reactants are: C([O:4][CH2:5][CH2:6][N:7]1[CH:16]=[CH:15][C:14]2[C:9](=[CH:10][CH:11]=[C:12]([Cl:32])[C:13]=2[NH:17][C:18](=[O:31])[CH2:19][C:20]2[CH:25]=[CH:24][C:23]([F:26])=[C:22]([C:27]([F:30])([F:29])[F:28])[CH:21]=2)[C:8]1=[O:33])(=O)C.C(=O)([O-])[O-].[K+].[K+].